From a dataset of Catalyst prediction with 721,799 reactions and 888 catalyst types from USPTO. Predict which catalyst facilitates the given reaction. (1) Reactant: [C:1]([O:5][C:6]([N:8]1[C:12]([CH2:13][C@H:14]([NH:18][C:19](=[O:30])[CH2:20][CH2:21][NH:22][C:23]([O:25][C:26]([CH3:29])([CH3:28])[CH3:27])=[O:24])[C:15](O)=[O:16])=[CH:11][N:10]=[CH:9]1)=[O:7])([CH3:4])([CH3:3])[CH3:2].[C:31]([NH:34][C@@H:35]([CH2:39][SH:40])[C:36]([NH2:38])=[O:37])(=[O:33])[CH3:32].C(N(CC)CC)C.CCCP(=O)=O.CCOC(C)=O.C([O-])(O)=O.[Na+]. Product: [C:31]([NH:34][C@H:35]([C:36]([NH2:38])=[O:37])[CH2:39][S:40][C:15](=[O:16])[C@@H:14]([NH:18][C:19](=[O:30])[CH2:20][CH2:21][NH:22][C:23]([O:25][C:26]([CH3:29])([CH3:28])[CH3:27])=[O:24])[CH2:13][C:12]1[N:8]([C:6]([O:5][C:1]([CH3:3])([CH3:4])[CH3:2])=[O:7])[CH:9]=[N:10][CH:11]=1)(=[O:33])[CH3:32]. The catalyst class is: 49. (2) Reactant: CN(C)CCN(C)C.[Li]C(CC)C.C1CCCCC1.[C:20]([Si:24]([CH3:40])([CH3:39])[O:25][C:26]1[CH:38]=[CH:37][C:29]([C:30](N(CC)CC)=[O:31])=[CH:28][CH:27]=1)([CH3:23])([CH3:22])[CH3:21].[CH3:41][C:42]([CH3:44])=[O:43]. Product: [C:20]([Si:24]([CH3:39])([CH3:40])[O:25][C:26]1[CH:27]=[C:28]2[C:29](=[CH:37][CH:38]=1)[C:30](=[O:31])[O:43][C:42]2([CH3:44])[CH3:41])([CH3:21])([CH3:22])[CH3:23]. The catalyst class is: 1.